This data is from Catalyst prediction with 721,799 reactions and 888 catalyst types from USPTO. The task is: Predict which catalyst facilitates the given reaction. (1) Reactant: CC1(C)[N:6](C(OC(C)(C)C)=O)[C@@:5]([CH3:45])([C:14]2[S:15][C:16]([C:19]3[CH:24]=[CH:23][C:22]([O:25][CH2:26][CH2:27][CH2:28][CH2:29][CH2:30][C:31]4[CH:36]=[CH:35][C:34]([C:37]([F:40])([F:39])[F:38])=[CH:33][CH:32]=4)=[C:21]([C:41]([F:44])([F:43])[F:42])[CH:20]=3)=[CH:17][N:18]=2)[CH2:4][O:3]1. Product: [NH2:6][C@@:5]([C:14]1[S:15][C:16]([C:19]2[CH:24]=[CH:23][C:22]([O:25][CH2:26][CH2:27][CH2:28][CH2:29][CH2:30][C:31]3[CH:32]=[CH:33][C:34]([C:37]([F:38])([F:39])[F:40])=[CH:35][CH:36]=3)=[C:21]([C:41]([F:44])([F:43])[F:42])[CH:20]=2)=[CH:17][N:18]=1)([CH3:45])[CH2:4][OH:3]. The catalyst class is: 47. (2) Reactant: Cl.[Cl:2][C:3]1[CH:4]=[C:5]2[C:9](=[CH:10][CH:11]=1)[NH:8][CH:7]=[C:6]2[CH2:12][CH2:13][NH2:14].C1CN([P+](ON2N=NC3C=CC=CC2=3)(N2CCCC2)N2CCCC2)CC1.F[P-](F)(F)(F)(F)F.[CH2:48]([C:50]1[CH:51]=[C:52]([N:56]2[CH2:60][CH2:59][CH:58]([C:61](O)=[O:62])[C:57]2=[O:64])[CH:53]=[CH:54][CH:55]=1)[CH3:49]. Product: [Cl:2][C:3]1[CH:4]=[C:5]2[C:9](=[CH:10][CH:11]=1)[NH:8][CH:7]=[C:6]2[CH2:12][CH2:13][NH:14][C:61]([CH:58]1[CH2:59][CH2:60][N:56]([C:52]2[CH:53]=[CH:54][CH:55]=[C:50]([CH2:48][CH3:49])[CH:51]=2)[C:57]1=[O:64])=[O:62]. The catalyst class is: 3. (3) Reactant: [CH3:1][O:2][C:3]1[CH:4]=[C:5]2[C:10](=[CH:11][C:12]=1[O:13][CH3:14])[N:9]=[CH:8][N:7]=[C:6]2[O:15][C:16]1[CH:26]=[CH:25][C:19]([O:20][CH2:21][C:22](O)=[O:23])=[CH:18][CH:17]=1.CCN=C=NCCCN(C)C.Cl.C1C=CC2N(O)N=NC=2C=1.[C:49]1([CH:55]2[CH2:60][CH2:59][NH:58][CH2:57][CH2:56]2)[CH:54]=[CH:53][CH:52]=[CH:51][CH:50]=1.C(=O)([O-])O.[Na+]. Product: [CH3:1][O:2][C:3]1[CH:4]=[C:5]2[C:10](=[CH:11][C:12]=1[O:13][CH3:14])[N:9]=[CH:8][N:7]=[C:6]2[O:15][C:16]1[CH:17]=[CH:18][C:19]([O:20][CH2:21][C:22]([N:58]2[CH2:59][CH2:60][CH:55]([C:49]3[CH:54]=[CH:53][CH:52]=[CH:51][CH:50]=3)[CH2:56][CH2:57]2)=[O:23])=[CH:25][CH:26]=1. The catalyst class is: 146.